Dataset: Forward reaction prediction with 1.9M reactions from USPTO patents (1976-2016). Task: Predict the product of the given reaction. (1) Given the reactants CC(=O)CC.[OH:6][C:7]1[C:16]([CH2:17][CH2:18][CH3:19])=[C:15]2[C:10]([C:11]([C:21]([F:24])([F:23])[F:22])=[CH:12][C:13](=[O:20])[O:14]2)=[CH:9][CH:8]=1.Br[CH2:26][CH2:27][CH2:28][CH2:29][N:30]1[C:34](=[O:35])[C:33]([CH3:37])([CH3:36])[N:32]([CH3:38])[C:31]1=[O:39].C(=O)([O-])[O-].[K+].[K+], predict the reaction product. The product is: [CH3:38][N:32]1[C:33]([CH3:37])([CH3:36])[C:34](=[O:35])[N:30]([CH2:29][CH2:28][CH2:27][CH2:26][O:6][C:7]2[C:16]([CH2:17][CH2:18][CH3:19])=[C:15]3[C:10]([C:11]([C:21]([F:24])([F:22])[F:23])=[CH:12][C:13](=[O:20])[O:14]3)=[CH:9][CH:8]=2)[C:31]1=[O:39]. (2) Given the reactants [C:1]([C:5]1[CH:46]=[CH:45][C:8]([C:9]([NH:11][C@@H:12]([CH2:25][C:26]2[CH:31]=[CH:30][C:29]([C:32]3[N:37]=[CH:36][C:35]([C:38]4[CH:43]=[CH:42][C:41]([OH:44])=[CH:40][CH:39]=4)=[CH:34][N:33]=3)=[CH:28][CH:27]=2)[C:13]([NH:15][CH2:16][CH2:17][C:18]([O:20][C:21]([CH3:24])([CH3:23])[CH3:22])=[O:19])=[O:14])=[O:10])=[CH:7][CH:6]=1)([CH3:4])([CH3:3])[CH3:2].Br[CH2:48][CH2:49][CH:50]1[CH2:55][CH2:54][CH2:53][CH2:52][CH2:51]1, predict the reaction product. The product is: [C:1]([C:5]1[CH:6]=[CH:7][C:8]([C:9]([NH:11][C@@H:12]([CH2:25][C:26]2[CH:31]=[CH:30][C:29]([C:32]3[N:33]=[CH:34][C:35]([C:38]4[CH:43]=[CH:42][C:41]([O:44][CH2:48][CH2:49][CH:50]5[CH2:55][CH2:54][CH2:53][CH2:52][CH2:51]5)=[CH:40][CH:39]=4)=[CH:36][N:37]=3)=[CH:28][CH:27]=2)[C:13]([NH:15][CH2:16][CH2:17][C:18]([O:20][C:21]([CH3:24])([CH3:23])[CH3:22])=[O:19])=[O:14])=[O:10])=[CH:45][CH:46]=1)([CH3:2])([CH3:3])[CH3:4]. (3) Given the reactants [O-]CC.[Na+].[F:5][C:6]1[CH:11]=[CH:10][C:9]([C:12](=[O:14])[CH3:13])=[CH:8][CH:7]=1.[C:15](OCC)(=[O:21])[C:16]([O:18][CH2:19][CH3:20])=[O:17].Cl, predict the reaction product. The product is: [F:5][C:6]1[CH:11]=[CH:10][C:9]([C:12](=[O:14])[CH2:13][C:15](=[O:21])[C:16]([O:18][CH2:19][CH3:20])=[O:17])=[CH:8][CH:7]=1. (4) Given the reactants [Cl:1][C:2]1[N:7]=[C:6]([C:8]([NH2:10])=O)[CH:5]=[C:4]([O:11][CH3:12])[CH:3]=1.COC1C=CC(P2(SP(C3C=CC(OC)=CC=3)(=S)S2)=[S:22])=CC=1, predict the reaction product. The product is: [Cl:1][C:2]1[N:7]=[C:6]([C:8](=[S:22])[NH2:10])[CH:5]=[C:4]([O:11][CH3:12])[CH:3]=1. (5) Given the reactants [CH2:1]([O:8][C:9]([NH:11][C:12]1[CH:17]=[CH:16][C:15]([CH:18]2[CH2:23][CH2:22][N:21](C(OC(C)(C)C)=O)[CH2:20][CH2:19]2)=[C:14]([O:31][CH3:32])[CH:13]=1)=[O:10])[C:2]1[CH:7]=[CH:6][CH:5]=[CH:4][CH:3]=1.FC(F)(F)C(O)=O, predict the reaction product. The product is: [CH3:32][O:31][C:14]1[CH:13]=[C:12]([NH:11][C:9](=[O:10])[O:8][CH2:1][C:2]2[CH:3]=[CH:4][CH:5]=[CH:6][CH:7]=2)[CH:17]=[CH:16][C:15]=1[CH:18]1[CH2:19][CH2:20][NH:21][CH2:22][CH2:23]1. (6) Given the reactants [CH3:1][O:2]C1C=C2C(C(O)=NC(O)=N2)=CC=1.CN(C)C1C=CC=CC=1.O=P(Cl)(Cl)Cl.[Cl:29][C:30]1[N:39]=[C:38]([Cl:40])[C:37]2[C:32](=[CH:33][CH:34]=[C:35](OC)[CH:36]=2)[N:31]=1, predict the reaction product. The product is: [Cl:29][C:30]1[N:39]=[C:38]([Cl:40])[C:37]2[C:32](=[CH:33][C:34]([O:2][CH3:1])=[CH:35][CH:36]=2)[N:31]=1.